This data is from NCI-60 drug combinations with 297,098 pairs across 59 cell lines. The task is: Regression. Given two drug SMILES strings and cell line genomic features, predict the synergy score measuring deviation from expected non-interaction effect. Drug 1: C1CCN(CC1)CCOC2=CC=C(C=C2)C(=O)C3=C(SC4=C3C=CC(=C4)O)C5=CC=C(C=C5)O. Drug 2: CN(C(=O)NC(C=O)C(C(C(CO)O)O)O)N=O. Cell line: OVCAR-8. Synergy scores: CSS=-0.215, Synergy_ZIP=6.48, Synergy_Bliss=8.04, Synergy_Loewe=0.966, Synergy_HSA=1.64.